The task is: Binary Classification. Given a T-cell receptor sequence (or CDR3 region) and an epitope sequence, predict whether binding occurs between them.. This data is from TCR-epitope binding with 47,182 pairs between 192 epitopes and 23,139 TCRs. (1) The epitope is TFYLTNDVSFL. The TCR CDR3 sequence is CASSKASGGYNEQFF. Result: 0 (the TCR does not bind to the epitope). (2) The epitope is ALSKGVHFV. The TCR CDR3 sequence is CASCQGRGGTDTQYF. Result: 0 (the TCR does not bind to the epitope).